Dataset: Full USPTO retrosynthesis dataset with 1.9M reactions from patents (1976-2016). Task: Predict the reactants needed to synthesize the given product. Given the product [CH3:17][O:18][C:19](=[O:35])[CH2:20][CH2:21][CH2:22][CH2:23][CH2:24][CH2:25][N:26]1[C@@H:27](/[CH:33]=[CH:5]/[C:4](=[O:3])[CH2:12][CH2:13][CH2:14][CH2:15][CH3:16])[CH2:28][CH2:29][CH2:30][C:31]1=[O:32], predict the reactants needed to synthesize it. The reactants are: [H-].[Na+].[O:3]=[C:4]([CH2:12][CH2:13][CH2:14][CH2:15][CH3:16])[CH2:5]P(=O)(OC)OC.[CH3:17][O:18][C:19](=[O:35])[CH2:20][CH2:21][CH2:22][CH2:23][CH2:24][CH2:25][N:26]1[C:31](=[O:32])[CH2:30][CH2:29][CH2:28][C@@H:27]1[CH:33]=O.